This data is from Catalyst prediction with 721,799 reactions and 888 catalyst types from USPTO. The task is: Predict which catalyst facilitates the given reaction. Reactant: [Cl-].[CH3:2][O:3]C[P+](C1C=CC=CC=1)(C1C=CC=CC=1)[C:6]1C=CC=C[CH:7]=1.C[Si]([N-][Si](C)(C)C)(C)C.[K+].[C:34]1(C)C=CC=C[CH:35]=1.[CH2:41]([C@@:44]1([CH3:70])[CH2:49][C@H:48]([C:50]2[CH:55]=[CH:54][CH:53]=[C:52]([Cl:56])[CH:51]=2)[C@@H:47]([C:57]2[CH:62]=[CH:61][C:60]([Cl:63])=[CH:59][CH:58]=2)[N:46]([C@@H:64]([CH2:67][CH3:68])[CH:65]=[O:66])[C:45]1=[O:69])[CH:42]=[CH2:43]. Product: [CH2:41]([C@@:44]1([CH3:70])[CH2:49][C@H:48]([C:50]2[CH:55]=[CH:54][CH:53]=[C:52]([Cl:56])[CH:51]=2)[C@@H:47]([C:57]2[CH:58]=[CH:59][C:60]([Cl:63])=[CH:61][CH:62]=2)[N:46]([C@@H:64]([CH2:34][CH3:35])/[CH:67]=[CH:68]/[O:3][CH3:2])[C:45]1=[O:69])[CH:42]=[CH2:43].[CH:6]([O:64][CH:65]=[CH2:66])=[CH2:7]. The catalyst class is: 1.